From a dataset of Forward reaction prediction with 1.9M reactions from USPTO patents (1976-2016). Predict the product of the given reaction. Given the reactants [C:1]([O:5][C:6]([N:8]1[CH2:12][CH:11]([O:13][CH2:14][C:15]2[CH:20]=[CH:19][C:18]([F:21])=[CH:17][CH:16]=2)[CH:10]2[N:22](C(OCC3C=CC=CC=3)=O)[CH2:23][CH2:24][CH:9]12)=[O:7])([CH3:4])([CH3:3])[CH3:2], predict the reaction product. The product is: [C:1]([O:5][C:6]([N:8]1[CH2:12][CH:11]([O:13][CH2:14][C:15]2[CH:16]=[CH:17][C:18]([F:21])=[CH:19][CH:20]=2)[CH:10]2[NH:22][CH2:23][CH2:24][CH:9]12)=[O:7])([CH3:4])([CH3:2])[CH3:3].